The task is: Regression. Given two drug SMILES strings and cell line genomic features, predict the synergy score measuring deviation from expected non-interaction effect.. This data is from NCI-60 drug combinations with 297,098 pairs across 59 cell lines. (1) Drug 1: CS(=O)(=O)C1=CC(=C(C=C1)C(=O)NC2=CC(=C(C=C2)Cl)C3=CC=CC=N3)Cl. Drug 2: CCC1=C2CN3C(=CC4=C(C3=O)COC(=O)C4(CC)O)C2=NC5=C1C=C(C=C5)O. Cell line: MDA-MB-231. Synergy scores: CSS=40.6, Synergy_ZIP=8.84, Synergy_Bliss=8.78, Synergy_Loewe=-0.796, Synergy_HSA=10.4. (2) Drug 1: C1CCC(C1)C(CC#N)N2C=C(C=N2)C3=C4C=CNC4=NC=N3. Drug 2: CCC1(CC2CC(C3=C(CCN(C2)C1)C4=CC=CC=C4N3)(C5=C(C=C6C(=C5)C78CCN9C7C(C=CC9)(C(C(C8N6C=O)(C(=O)OC)O)OC(=O)C)CC)OC)C(=O)OC)O.OS(=O)(=O)O. Cell line: ACHN. Synergy scores: CSS=8.84, Synergy_ZIP=-1.58, Synergy_Bliss=-0.390, Synergy_Loewe=-44.5, Synergy_HSA=-0.871. (3) Drug 1: CNC(=O)C1=CC=CC=C1SC2=CC3=C(C=C2)C(=NN3)C=CC4=CC=CC=N4. Drug 2: CNC(=O)C1=NC=CC(=C1)OC2=CC=C(C=C2)NC(=O)NC3=CC(=C(C=C3)Cl)C(F)(F)F. Cell line: RXF 393. Synergy scores: CSS=4.88, Synergy_ZIP=-7.55, Synergy_Bliss=-10.1, Synergy_Loewe=-12.6, Synergy_HSA=-9.98. (4) Drug 1: C1CCN(CC1)CCOC2=CC=C(C=C2)C(=O)C3=C(SC4=C3C=CC(=C4)O)C5=CC=C(C=C5)O. Drug 2: C1C(C(OC1N2C=NC(=NC2=O)N)CO)O. Cell line: MDA-MB-231. Synergy scores: CSS=13.8, Synergy_ZIP=-4.40, Synergy_Bliss=-4.10, Synergy_Loewe=-5.19, Synergy_HSA=-3.59. (5) Drug 1: CN1CCC(CC1)COC2=C(C=C3C(=C2)N=CN=C3NC4=C(C=C(C=C4)Br)F)OC. Drug 2: C1=C(C(=O)NC(=O)N1)F. Cell line: HCT-15. Synergy scores: CSS=44.6, Synergy_ZIP=0.720, Synergy_Bliss=-1.90, Synergy_Loewe=-0.761, Synergy_HSA=1.55. (6) Drug 1: C1CCC(CC1)NC(=O)N(CCCl)N=O. Drug 2: CCC1(C2=C(COC1=O)C(=O)N3CC4=CC5=C(C=CC(=C5CN(C)C)O)N=C4C3=C2)O.Cl. Cell line: SW-620. Synergy scores: CSS=29.7, Synergy_ZIP=-8.77, Synergy_Bliss=-2.44, Synergy_Loewe=-11.4, Synergy_HSA=-0.362. (7) Drug 1: CC1=C2C(C(=O)C3(C(CC4C(C3C(C(C2(C)C)(CC1OC(=O)C(C(C5=CC=CC=C5)NC(=O)C6=CC=CC=C6)O)O)OC(=O)C7=CC=CC=C7)(CO4)OC(=O)C)O)C)OC(=O)C. Drug 2: C1=NNC2=C1C(=O)NC=N2. Cell line: CAKI-1. Synergy scores: CSS=10.8, Synergy_ZIP=-4.49, Synergy_Bliss=-2.92, Synergy_Loewe=-20.3, Synergy_HSA=-4.56.